Dataset: Full USPTO retrosynthesis dataset with 1.9M reactions from patents (1976-2016). Task: Predict the reactants needed to synthesize the given product. (1) Given the product [OH:24][CH2:23][CH2:22][C:16]1[C:15]2[C:19](=[CH:20][CH:21]=[CH:13][CH:14]=2)[NH:18][CH:17]=1, predict the reactants needed to synthesize it. The reactants are: [H-].[H-].[H-].[H-].[Li+].[Al+3].C1COCC1.O[C:13]1[CH:14]=[C:15]2[C:19](=[CH:20][CH:21]=1)[NH:18][CH:17]=[C:16]2[CH2:22][C:23](O)=[O:24]. (2) The reactants are: [CH3:1][O:2][C:3]1[CH:10]=[CH:9][C:6]([CH2:7][OH:8])=[CH:5][CH:4]=1.[H-].[Na+].[F:13][C:14]1[CH:21]=[CH:20][CH:19]=[C:18](F)[C:15]=1[C:16]#[N:17]. Given the product [F:13][C:14]1[CH:21]=[CH:20][C:19]([O:8][CH2:7][C:6]2[CH:9]=[CH:10][C:3]([O:2][CH3:1])=[CH:4][CH:5]=2)=[CH:18][C:15]=1[C:16]#[N:17], predict the reactants needed to synthesize it. (3) Given the product [N:8]1([C@@H:7]([C:17]2[S:18][CH:19]=[CH:20][CH:21]=2)[C@H:5]([OH:6])[CH2:4][OH:3])[C:16]2[C:11](=[CH:12][CH:13]=[CH:14][CH:15]=2)[CH:10]=[CH:9]1, predict the reactants needed to synthesize it. The reactants are: CC1(C)[O:6][C@@H:5]([C@@H:7]([C:17]2[S:18][CH:19]=[CH:20][CH:21]=2)[N:8]2[C:16]3[C:11](=[CH:12][CH:13]=[CH:14][CH:15]=3)[CH:10]=[CH:9]2)[CH2:4][O:3]1.C1(S(O)(=O)=O)C=CC=CC=1. (4) Given the product [CH3:1][O:2][C:3](=[O:30])[CH2:4][C@H:5]([C:6]1[S:7][C:8]([Br:36])=[CH:9][CH:10]=1)[NH:11][C:12]([C:14]1[C:15](=[O:29])[N:16]([CH2:20][C:21]2[CH:26]=[CH:25][C:24]([F:27])=[C:23]([F:28])[CH:22]=2)[CH:17]=[CH:18][CH:19]=1)=[O:13], predict the reactants needed to synthesize it. The reactants are: [CH3:1][O:2][C:3](=[O:30])[CH2:4][C@@H:5]([NH:11][C:12]([C:14]1[C:15](=[O:29])[N:16]([CH2:20][C:21]2[CH:26]=[CH:25][C:24]([F:27])=[C:23]([F:28])[CH:22]=2)[CH:17]=[CH:18][CH:19]=1)=[O:13])[C:6]1[S:7][CH:8]=[CH:9][CH:10]=1.CN(C)C=O.[Br:36]N1C(=O)CCC1=O. (5) Given the product [N:5]1[CH:4]=[CH:9][CH:8]=[C:7]([O:10][C:13]2[CH2:17][CH2:16][O:15][N:14]=2)[CH:6]=1, predict the reactants needed to synthesize it. The reactants are: COC(=O)[C:4]1[CH:9]=[CH:8][C:7]([OH:10])=[CH:6][N:5]=1.Br[C:13]1[CH2:17][CH:16](C2C=CC(OC(F)(F)F)=CC=2)[O:15][N:14]=1.C(=O)([O-])O.[Cs+].O1C=CCN1. (6) Given the product [F:35][C:34]1[CH:33]=[CH:32][C:19]([CH2:20][C:21]2[C:30]3[C:25](=[CH:26][CH:27]=[CH:28][CH:29]=3)[C:24](=[O:31])[NH:23][N:22]=2)=[CH:18][C:17]=1[C:15]([N:9]1[CH2:10][C@@H:11]2[CH2:14][C@H:8]1[CH2:13][N:12]2[C:42](=[O:43])[C:41]([C:37]1[O:36][CH:40]=[CH:39][CH:38]=1)=[O:45])=[O:16], predict the reactants needed to synthesize it. The reactants are: OC(C(F)(F)F)=O.[C@H:8]12[CH2:14][C@H:11]([NH:12][CH2:13]1)[CH2:10][N:9]2[C:15]([C:17]1[CH:18]=[C:19]([CH:32]=[CH:33][C:34]=1[F:35])[CH2:20][C:21]1[C:30]2[C:25](=[CH:26][CH:27]=[CH:28][CH:29]=2)[C:24](=[O:31])[NH:23][N:22]=1)=[O:16].[O:36]1[CH:40]=[CH:39][CH:38]=[C:37]1[C:41](=[O:45])[C:42](O)=[O:43].CCN(C(C)C)C(C)C.CN(C(ON1N=NC2C=CC=NC1=2)=[N+](C)C)C.F[P-](F)(F)(F)(F)F. (7) Given the product [C:1]([C:3](=[C:9]([C:16]1[CH:17]=[CH:18][CH:19]=[CH:20][CH:21]=1)[C:10]1[CH:11]=[CH:12][CH:13]=[CH:14][CH:15]=1)[C:4]([O:6][CH:7]1[CH2:32][CH2:28][CH2:29][CH2:8]1)=[O:5])#[N:2], predict the reactants needed to synthesize it. The reactants are: [C:1]([C:3](=[C:9]([C:16]1[CH:21]=[CH:20][CH:19]=[CH:18][CH:17]=1)[C:10]1[CH:15]=[CH:14][CH:13]=[CH:12][CH:11]=1)[C:4]([O:6][CH2:7][CH3:8])=[O:5])#[N:2].C([O-])([O-])=O.[Na+].[Na+].[CH:28]1(O)[CH2:32]CC[CH2:29]1.